From a dataset of Full USPTO retrosynthesis dataset with 1.9M reactions from patents (1976-2016). Predict the reactants needed to synthesize the given product. (1) Given the product [Cl:1][C:2]1[CH:10]=[CH:9][C:5]([C:6]#[N:8])=[C:4]([N:11]([CH2:13][CH2:14][O:15][CH3:16])[CH3:12])[N:3]=1, predict the reactants needed to synthesize it. The reactants are: [Cl:1][C:2]1[CH:10]=[CH:9][C:5]([C:6]([NH2:8])=O)=[C:4]([N:11]([CH2:13][CH2:14][O:15][CH3:16])[CH3:12])[N:3]=1.N1C=CC=CC=1.O=P(Cl)(Cl)Cl.[OH-].[Na+]. (2) Given the product [CH2:18]([O:20][C:21]([N:23]1[CH2:24][CH2:25][CH:26]([NH:29][C:2]2[C:7]([N+:8]([O-:10])=[O:9])=[CH:6][CH:5]=[C:4]([Cl:11])[N:3]=2)[CH2:27][CH2:28]1)=[O:22])[CH3:19], predict the reactants needed to synthesize it. The reactants are: Cl[C:2]1[C:7]([N+:8]([O-:10])=[O:9])=[CH:6][CH:5]=[C:4]([Cl:11])[N:3]=1.C([O-])([O-])=O.[K+].[K+].[CH2:18]([O:20][C:21]([N:23]1[CH2:28][CH2:27][CH:26]([NH2:29])[CH2:25][CH2:24]1)=[O:22])[CH3:19].O. (3) Given the product [CH3:4][CH2:5][N:6]([C:7]([C:8]1[CH:3]=[CH:28][CH:29]=[C:24]([CH3:30])[CH:25]=1)=[O:1])[CH2:14][CH3:9], predict the reactants needed to synthesize it. The reactants are: [O:1]=O.[CH:3]1[CH:8]=[CH:7][NH+:6]=[CH:5][CH:4]=1.[CH:9]1[CH:14]=C[NH+]=CC=1.[O-][Cr](O[Cr]([O-])(=O)=O)(=O)=O.[C:24]1([CH3:30])[CH:29]=[CH:28]C=C[CH:25]=1.